The task is: Predict the product of the given reaction.. This data is from Forward reaction prediction with 1.9M reactions from USPTO patents (1976-2016). (1) The product is: [F:29][C:27]1[CH:28]=[C:23]([C:2]2[CH:11]=[CH:10][N:9]=[C:8]3[C:3]=2[CH:4]=[CH:5][C:6]([C:12]([F:15])([F:14])[F:13])=[N:7]3)[CH:24]=[C:25]([C:30]2[CH:31]=[N:32][CH:33]=[CH:34][CH:35]=2)[CH:26]=1. Given the reactants Cl[C:2]1[CH:11]=[CH:10][N:9]=[C:8]2[C:3]=1[CH:4]=[CH:5][C:6]([C:12]([F:15])([F:14])[F:13])=[N:7]2.CC1(C)COB([C:23]2[CH:24]=[C:25]([C:30]3[CH:31]=[N:32][CH:33]=[CH:34][CH:35]=3)[CH:26]=[C:27]([F:29])[CH:28]=2)OC1, predict the reaction product. (2) Given the reactants [CH3:1][O:2][C:3]1[CH:27]=[CH:26][C:6]([CH2:7][N:8]2[C:12]3[N:13]=[CH:14][C:15]4[CH2:16][CH:17]([C:21]([O:23]CC)=[O:22])[CH2:18][CH2:19][C:20]=4[C:11]=3[CH:10]=[N:9]2)=[CH:5][CH:4]=1.[OH-].[Li+], predict the reaction product. The product is: [CH3:1][O:2][C:3]1[CH:4]=[CH:5][C:6]([CH2:7][N:8]2[C:12]3[N:13]=[CH:14][C:15]4[CH2:16][CH:17]([C:21]([OH:23])=[O:22])[CH2:18][CH2:19][C:20]=4[C:11]=3[CH:10]=[N:9]2)=[CH:26][CH:27]=1. (3) Given the reactants [Cl:1][C:2]1[C:9]([N:10]2[CH2:15][CH2:14][CH2:13][CH:12]([C:16]([F:19])([F:18])[F:17])[CH2:11]2)=[CH:8][C:5]([NH:6][CH3:7])=[C:4]([N+:20]([O-])=O)[CH:3]=1.C1COCC1, predict the reaction product. The product is: [Cl:1][C:2]1[C:9]([N:10]2[CH2:15][CH2:14][CH2:13][CH:12]([C:16]([F:19])([F:18])[F:17])[CH2:11]2)=[CH:8][C:5]([NH:6][CH3:7])=[C:4]([CH:3]=1)[NH2:20]. (4) Given the reactants [C:1]([O:5][C:6]([CH3:9])([CH3:8])[CH3:7])(=[O:4])[NH:2][NH2:3].[CH3:10][C:11]1[CH:12]=[C:13]([CH:16]=[CH:17][C:18]=1[CH3:19])[CH:14]=O, predict the reaction product. The product is: [CH3:10][C:11]1[CH:12]=[C:13]([CH:14]=[N:3][NH:2][C:1]([O:5][C:6]([CH3:9])([CH3:8])[CH3:7])=[O:4])[CH:16]=[CH:17][C:18]=1[CH3:19]. (5) Given the reactants [Cl:1][C:2]1[CH:10]=[CH:9][C:8]([C:11]2[CH:12]=[CH:13][C:14]([C:46]#[C:47]C3CCCN3C(OC(C)(C)C)=O)=[N:15][C:16]=2[C@@H:17]([NH:27][C:28](=[O:45])[CH2:29][N:30]2[C:34]3[C:35]([F:40])([F:39])[C@@H:36]4[CH2:38][C@@H:37]4[C:33]=3[C:32]([C:41]([F:44])([F:43])[F:42])=[N:31]2)[CH2:18][C:19]2[CH:24]=[C:23]([F:25])[CH:22]=[C:21]([F:26])[CH:20]=2)=[C:7]2[C:3]=1[C:4]([NH:61][S:62]([CH3:65])(=[O:64])=[O:63])=[N:5][N:6]2[CH3:60].C([C:68]1[N:69]=[CH:70][N:71]([CH3:73])[CH:72]=1)#C, predict the reaction product. The product is: [Cl:1][C:2]1[CH:10]=[CH:9][C:8]([C:11]2[C:16]([C@@H:17]([NH:27][C:28](=[O:45])[CH2:29][N:30]3[C:34]4[C:35]([F:39])([F:40])[C@@H:36]5[CH2:38][C@@H:37]5[C:33]=4[C:32]([C:41]([F:42])([F:43])[F:44])=[N:31]3)[CH2:18][C:19]3[CH:20]=[C:21]([F:26])[CH:22]=[C:23]([F:25])[CH:24]=3)=[N:15][C:14]([C:46]#[C:47][C:68]3[N:69]=[CH:70][N:71]([CH3:73])[CH:72]=3)=[CH:13][CH:12]=2)=[C:7]2[C:3]=1[C:4]([NH:61][S:62]([CH3:65])(=[O:64])=[O:63])=[N:5][N:6]2[CH3:60].